From a dataset of Reaction yield outcomes from USPTO patents with 853,638 reactions. Predict the reaction yield, written as a fraction of the theoretical maximum amount of product (1.0 means a 100% yield; for example, 0.34 means a 34% yield). (1) The product is [CH:38]1([C:36]([NH:35][C:33]2[N:34]=[C:29]3[CH:28]=[CH:27][C:26]([O:25][C:24]4[CH:41]=[CH:42][C:43]([F:44])=[C:22]([NH:21][C:7]([C:6]5[S:5][CH:4]=[N:3][C:2]=5[CH3:1])=[O:9])[CH:23]=4)=[N:31][N:30]3[CH:32]=2)=[O:37])[CH2:39][CH2:40]1. The catalyst is CN(C)C=O.CN1CCCC1=O. The reactants are [CH3:1][C:2]1[N:3]=[CH:4][S:5][C:6]=1[C:7]([OH:9])=O.O1CCCC1.C(Cl)(=O)C(Cl)=O.[NH2:21][C:22]1[CH:23]=[C:24]([CH:41]=[CH:42][C:43]=1[F:44])[O:25][C:26]1[CH:27]=[CH:28][C:29]2[N:30]([CH:32]=[C:33]([NH:35][C:36]([CH:38]3[CH2:40][CH2:39]3)=[O:37])[N:34]=2)[N:31]=1. The yield is 0.790. (2) The reactants are [C:1]([NH2:9])(=[O:8])[C:2]1[CH:7]=[CH:6][CH:5]=[CH:4][CH:3]=1.[C:10]([OH:14])(=[O:13])[CH:11]=[O:12]. The catalyst is CC(C)=O. The product is [C:1]([NH:9][CH:11]([OH:12])[C:10]([OH:14])=[O:13])(=[O:8])[C:2]1[CH:7]=[CH:6][CH:5]=[CH:4][CH:3]=1. The yield is 1.00. (3) The reactants are [Br:1][C:2]1[CH:7]=[CH:6][C:5]([OH:8])=[C:4]([CH3:9])[CH:3]=1.C([O-])([O-])=O.[Cs+].[Cs+].[CH2:16](Br)[CH:17]=[CH2:18]. The catalyst is C1COCC1.[NH4+].[Cl-]. The product is [CH2:18]([O:8][C:5]1[CH:6]=[CH:7][C:2]([Br:1])=[CH:3][C:4]=1[CH3:9])[CH:17]=[CH2:16]. The yield is 0.450. (4) The reactants are CO.N1CCCC1.[CH3:8][CH2:9][CH2:10][CH2:11][C:12](=O)[CH2:13][CH2:14][CH2:15][CH3:16].[CH:18]1[CH2:22][CH:21]=[CH:20][CH:19]=1. The catalyst is O.C(OCC)C. The product is [CH2:11]([C:12]([CH2:13][CH2:14][CH2:15][CH3:16])=[C:19]1[CH:18]=[CH:22][CH:21]=[CH:20]1)[CH2:10][CH2:9][CH3:8]. The yield is 0.820. (5) The reactants are [Li+].[OH-].[Cl:3][C:4]1[CH:8]=[C:7]([C:9]([NH:11][CH2:12][CH2:13][OH:14])=[O:10])[NH:6][C:5]=1[C:15]([O:17]C)=[O:16]. The catalyst is C1COCC1.CO. The product is [Cl:3][C:4]1[CH:8]=[C:7]([C:9]([NH:11][CH2:12][CH2:13][OH:14])=[O:10])[NH:6][C:5]=1[C:15]([OH:17])=[O:16]. The yield is 0.540. (6) The reactants are [NH2:1][C:2]1[N:7]=[C:6]([OH:8])[C:5]([NH2:9])=[C:4]([NH2:10])[N:3]=1.[F:11][C:12]1[CH:19]=[CH:18][C:15]([CH:16]=O)=[CH:14][CH:13]=1. No catalyst specified. The product is [NH2:1][C:2]1[N:3]=[C:4]2[C:5]([N:9]=[C:16]([C:15]3[CH:18]=[CH:19][C:12]([F:11])=[CH:13][CH:14]=3)[NH:10]2)=[C:6]([OH:8])[N:7]=1. The yield is 0.600. (7) The reactants are Cl[C:2]1[N:7]=[C:6]([NH:8][C:9]2[CH:14]=[CH:13][C:12]([OH:15])=[CH:11][C:10]=2[S:16]([N:19]2[CH2:23][CH2:22][CH2:21][CH2:20]2)(=[O:18])=[O:17])[C:5]([Cl:24])=[CH:4][N:3]=1.[CH3:25][N:26]1[CH2:31][CH2:30][N:29]([CH2:32][C:33]2[CH:39]=[CH:38][C:36]([NH2:37])=[CH:35][CH:34]=2)[CH2:28][CH2:27]1. The catalyst is C(Cl)Cl.CO. The product is [Cl:24][C:5]1[C:6]([NH:8][C:9]2[CH:14]=[CH:13][C:12]([OH:15])=[CH:11][C:10]=2[S:16]([N:19]2[CH2:23][CH2:22][CH2:21][CH2:20]2)(=[O:18])=[O:17])=[N:7][C:2]([NH:37][C:36]2[CH:35]=[CH:34][C:33]([CH2:32][N:29]3[CH2:28][CH2:27][N:26]([CH3:25])[CH2:31][CH2:30]3)=[CH:39][CH:38]=2)=[N:3][CH:4]=1. The yield is 0.270.